This data is from Full USPTO retrosynthesis dataset with 1.9M reactions from patents (1976-2016). The task is: Predict the reactants needed to synthesize the given product. (1) Given the product [ClH:1].[S:2]1[CH:6]=[CH:5][C:4]2[C:7]([N:11]3[CH2:12][CH2:13][N:14]([CH2:17][CH2:18][CH2:19][CH2:20][O:21][C:22]4[CH:31]=[C:30]5[C:25]([CH:26]=[CH:27][C:28](=[O:32])[NH:29]5)=[CH:24][CH:23]=4)[CH2:15][CH2:16]3)=[CH:8][CH:9]=[CH:10][C:3]1=2, predict the reactants needed to synthesize it. The reactants are: [ClH:1].[S:2]1[CH:6]=[CH:5][C:4]2[C:7]([N:11]3[CH2:16][CH2:15][N:14]([CH2:17][CH2:18][CH2:19][CH2:20][O:21][C:22]4[CH:31]=[C:30]5[C:25]([CH:26]=[CH:27][C:28](=[O:32])[NH:29]5)=[CH:24][CH:23]=4)[CH2:13][CH2:12]3)=[CH:8][CH:9]=[CH:10][C:3]1=2. (2) Given the product [OH:11][C:9]1[N:8]([C:12]2[CH:17]=[CH:16][CH:15]=[CH:14][N:13]=2)[N:7]=[C:6]([C:4]([OH:5])=[O:3])[CH:10]=1, predict the reactants needed to synthesize it. The reactants are: C([O:3][C:4]([C:6]1[CH:10]=[C:9]([OH:11])[N:8]([C:12]2[CH:17]=[CH:16][CH:15]=[CH:14][N:13]=2)[N:7]=1)=[O:5])C.CO. (3) Given the product [CH3:20][O:19][C:17]([C:16]1[S:23][C:12]([C:3]2[C:2]([Cl:1])=[C:7]3[CH:8]=[CH:11][NH:10][C:6]3=[N:5][CH:4]=2)=[N:14][N:15]=1)=[O:18], predict the reactants needed to synthesize it. The reactants are: [Cl:1][C:2]1[C:7]([CH:8]=C)=[C:6]([NH:10][CH3:11])[N:5]=[CH:4][C:3]=1[C:12]([NH:14][NH:15][C:16](=O)[C:17]([O:19][CH3:20])=[O:18])=O.P12(SP3(SP(SP(S3)(S1)=S)(=S)S2)=S)=[S:23].O.[OH-].[Na+]. (4) Given the product [OH:7][C:5]1[CH:4]=[C:3]([C:2]([F:1])([F:11])[F:12])[N:17]=[C:14]([CH3:15])[N:16]=1, predict the reactants needed to synthesize it. The reactants are: [F:1][C:2]([F:12])([F:11])[C:3](=O)[CH2:4][C:5]([O:7]CC)=O.Cl.[C:14]([NH2:17])(=[NH:16])[CH3:15].C[O-].[Na+]. (5) Given the product [F:32][C:29]1[CH:30]=[CH:31][C:26]([C:4]([C:6]2[N:7]=[CH:8][N:9]([C:11]3[CH:16]=[CH:15][CH:14]=[C:13]([C:17]4[C:18]([Cl:23])=[N:19][CH:20]=[CH:21][CH:22]=4)[CH:12]=3)[CH:10]=2)=[O:5])=[CH:27][CH:28]=1, predict the reactants needed to synthesize it. The reactants are: CON(C)[C:4]([C:6]1[N:7]=[CH:8][N:9]([C:11]2[CH:16]=[CH:15][CH:14]=[C:13]([C:17]3[C:18]([Cl:23])=[N:19][CH:20]=[CH:21][CH:22]=3)[CH:12]=2)[CH:10]=1)=[O:5].Br[C:26]1[CH:31]=[CH:30][C:29]([F:32])=[CH:28][CH:27]=1. (6) Given the product [Cl:1][C:2]1[CH:24]=[CH:23][CH:22]=[C:21]([Cl:25])[C:3]=1[CH2:4][O:5][C:6]1[CH:7]=[C:8]([C:12](=[O:20])[CH2:13][CH2:14][C:15]([OH:17])=[O:16])[CH:9]=[CH:10][CH:11]=1, predict the reactants needed to synthesize it. The reactants are: [Cl:1][C:2]1[CH:24]=[CH:23][CH:22]=[C:21]([Cl:25])[C:3]=1[CH2:4][O:5][C:6]1[CH:7]=[C:8]([C:12](=[O:20])[CH2:13][CH2:14][C:15]([O:17]CC)=[O:16])[CH:9]=[CH:10][CH:11]=1.[OH-].[Na+]. (7) The reactants are: Br[C:2]1[CH:7]=[CH:6][C:5]([C:8]([N:10]2[CH2:15][CH2:14][N:13]([C:16]3[C:21]([CH3:22])=[CH:20][C:19]([CH2:23][CH3:24])=[CH:18][N:17]=3)[CH2:12][CH2:11]2)=[O:9])=[C:4]([CH3:25])[CH:3]=1.[S:26]1(=[O:33])(=[O:32])[CH2:31][CH2:30][CH2:29][CH2:28][NH:27]1. Given the product [O:32]=[S:26]1(=[O:33])[CH2:31][CH2:30][CH2:29][CH2:28][N:27]1[C:2]1[CH:7]=[CH:6][C:5]([C:8]([N:10]2[CH2:15][CH2:14][N:13]([C:16]3[C:21]([CH3:22])=[CH:20][C:19]([CH2:23][CH3:24])=[CH:18][N:17]=3)[CH2:12][CH2:11]2)=[O:9])=[C:4]([CH3:25])[CH:3]=1, predict the reactants needed to synthesize it. (8) Given the product [CH2:1]([O:3][C:4]([C:6]1[C:15](=[O:16])[C:14]2[C:9](=[CH:10][C:11]([Br:19])=[C:12]([CH2:17][N:30]([CH2:31][C:32]3[CH:37]=[CH:36][CH:35]=[CH:34][CH:33]=3)[CH3:29])[CH:13]=2)[N:8]([CH2:20][C:21]2[C:22]([F:28])=[CH:23][CH:24]=[CH:25][C:26]=2[F:27])[CH:7]=1)=[O:5])[CH3:2], predict the reactants needed to synthesize it. The reactants are: [CH2:1]([O:3][C:4]([C:6]1[C:15](=[O:16])[C:14]2[C:9](=[CH:10][C:11]([Br:19])=[C:12]([CH2:17]Br)[CH:13]=2)[N:8]([CH2:20][C:21]2[C:26]([F:27])=[CH:25][CH:24]=[CH:23][C:22]=2[F:28])[CH:7]=1)=[O:5])[CH3:2].[CH3:29][NH:30][CH2:31][C:32]1[CH:37]=[CH:36][CH:35]=[CH:34][CH:33]=1.C(OCC)(=O)C.O.